This data is from Aqueous solubility values for 9,982 compounds from the AqSolDB database. The task is: Regression/Classification. Given a drug SMILES string, predict its absorption, distribution, metabolism, or excretion properties. Task type varies by dataset: regression for continuous measurements (e.g., permeability, clearance, half-life) or binary classification for categorical outcomes (e.g., BBB penetration, CYP inhibition). For this dataset (solubility_aqsoldb), we predict Y. The molecule is CCCCCCCCCC(=O)N(C)C. The Y is -2.77 log mol/L.